This data is from Reaction yield outcomes from USPTO patents with 853,638 reactions. The task is: Predict the reaction yield, written as a fraction of the theoretical maximum amount of product (1.0 means a 100% yield; for example, 0.34 means a 34% yield). The reactants are [Br:1][C:2]1[CH:3]=[CH:4][C:5]([OH:11])=[C:6]([C:8](=O)[CH3:9])[CH:7]=1.[C:12](=O)([O-])[O-].BrC[C:18](=[O:22])[CH:19]([CH3:21])[CH3:20].[K]. The catalyst is CN(C)C=O. The product is [Br:1][C:2]1[CH:3]=[CH:4][C:5]2[O:11][C:9]([C:18](=[O:22])[CH:19]([CH3:21])[CH3:20])=[C:8]([CH3:12])[C:6]=2[CH:7]=1. The yield is 0.770.